Dataset: Forward reaction prediction with 1.9M reactions from USPTO patents (1976-2016). Task: Predict the product of the given reaction. (1) Given the reactants [Br:1][C:2]1[CH:7]=[CH:6][C:5]([OH:8])=[C:4]([C:9]2[O:10][C:11]3[CH:17]=[CH:16][C:15]([CH3:18])=[CH:14][C:12]=3[N:13]=2)[CH:3]=1.[H-].[Na+].Cl[CH2:22][C:23]1[CH:28]=[CH:27][CH:26]=[CH:25][CH:24]=1, predict the reaction product. The product is: [CH2:22]([O:8][C:5]1[CH:6]=[CH:7][C:2]([Br:1])=[CH:3][C:4]=1[C:9]1[O:10][C:11]2[CH:17]=[CH:16][C:15]([CH3:18])=[CH:14][C:12]=2[N:13]=1)[C:23]1[CH:28]=[CH:27][CH:26]=[CH:25][CH:24]=1. (2) Given the reactants [Br:1][C:2]1[CH:3]=[C:4]([CH:7]=[C:8]([B:10]2[O:14]C(C)(C)C(C)(C)[O:11]2)[CH:9]=1)[C:5]#[N:6].Cl, predict the reaction product. The product is: [Br:1][C:2]1[CH:9]=[C:8]([B:10]([OH:14])[OH:11])[CH:7]=[C:4]([C:5]#[N:6])[CH:3]=1.